This data is from Forward reaction prediction with 1.9M reactions from USPTO patents (1976-2016). The task is: Predict the product of the given reaction. Given the reactants [C:1]1([C:7]2[CH:15]=[C:14]([F:16])[C:10]([C:11](Cl)=[O:12])=[C:9]([F:17])[CH:8]=2)[CH:6]=[CH:5][CH:4]=[CH:3][CH:2]=1.[C:18]([O:22][C:23]([NH:25][CH2:26][CH2:27][C@H:28]([OH:32])[C:29]([OH:31])=[O:30])=[O:24])([CH3:21])([CH3:20])[CH3:19], predict the reaction product. The product is: [C:18]([O:22][C:23]([NH:25][CH2:26][CH2:27][C@H:28]([O:32][C:11]([C:10]1[C:9]([F:17])=[CH:8][C:7]([C:1]2[CH:6]=[CH:5][CH:4]=[CH:3][CH:2]=2)=[CH:15][C:14]=1[F:16])=[O:12])[C:29]([OH:31])=[O:30])=[O:24])([CH3:21])([CH3:19])[CH3:20].